From a dataset of Full USPTO retrosynthesis dataset with 1.9M reactions from patents (1976-2016). Predict the reactants needed to synthesize the given product. (1) Given the product [P:1]([OH:8])([OH:3])([O:13][CH2:14][CH:15]1[CH2:16][CH2:17][N:18]([CH2:21][CH2:22][CH2:23][O:24][C:25]2[CH:34]=[C:33]3[C:28]([C:29]([NH:35][C:36]4[CH:37]=[N:38][C:39]([NH:42][C:43](=[O:51])[C:44]5[CH:49]=[CH:48][CH:47]=[C:46]([Cl:50])[CH:45]=5)=[CH:40][CH:41]=4)=[N:30][CH:31]=[N:32]3)=[CH:27][C:26]=2[O:52][CH3:53])[CH2:19][CH2:20]1)=[O:2].[P:1]([OH:13])([OH:8])([O:3][CH3:4])=[O:2], predict the reactants needed to synthesize it. The reactants are: [P:1]([O:13][CH2:14][CH:15]1[CH2:20][CH2:19][N:18]([CH2:21][CH2:22][CH2:23][O:24][C:25]2[CH:34]=[C:33]3[C:28]([C:29]([NH:35][C:36]4[CH:37]=[N:38][C:39]([NH:42][C:43](=[O:51])[C:44]5[CH:49]=[CH:48][CH:47]=[C:46]([Cl:50])[CH:45]=5)=[CH:40][CH:41]=4)=[N:30][CH:31]=[N:32]3)=[CH:27][C:26]=2[O:52][CH3:53])[CH2:17][CH2:16]1)([O:8]C(C)(C)C)([O:3][C:4](C)(C)C)=[O:2].Cl. (2) Given the product [NH2:15][C@@H:16]([CH:39]([CH3:40])[CH3:41])[C:17]([N:19]([C@@H:23]([CH:36]([CH3:38])[CH3:37])[CH2:24][C@H:25]([C:27]1[S:28][CH:29]=[C:30]([C:32]([O:34][CH3:35])=[O:33])[N:31]=1)[OH:26])[CH2:20][CH2:21][CH3:22])=[O:18], predict the reactants needed to synthesize it. The reactants are: C(O)(C(F)(F)F)=O.C(OC([NH:15][C@@H:16]([CH:39]([CH3:41])[CH3:40])[C:17]([N:19]([C@@H:23]([CH:36]([CH3:38])[CH3:37])[CH2:24][C@H:25]([C:27]1[S:28][CH:29]=[C:30]([C:32]([O:34][CH3:35])=[O:33])[N:31]=1)[OH:26])[CH2:20][CH2:21][CH3:22])=[O:18])=O)(C)(C)C. (3) Given the product [C:8]([N:3]1[CH:7]=[N:6][CH:5]=[N:4]1)([C:9]1[CH:14]=[CH:13][CH:12]=[CH:11][CH:10]=1)([C:21]1[CH:22]=[CH:23][CH:24]=[CH:25][CH:26]=1)[C:15]1[CH:16]=[CH:17][CH:18]=[CH:19][CH:20]=1, predict the reactants needed to synthesize it. The reactants are: [H-].[Na+].[NH:3]1[CH:7]=[N:6][CH:5]=[N:4]1.[C:8](Cl)([C:21]1[CH:26]=[CH:25][CH:24]=[CH:23][CH:22]=1)([C:15]1[CH:20]=[CH:19][CH:18]=[CH:17][CH:16]=1)[C:9]1[CH:14]=[CH:13][CH:12]=[CH:11][CH:10]=1.O.